Dataset: Reaction yield outcomes from USPTO patents with 853,638 reactions. Task: Predict the reaction yield, written as a fraction of the theoretical maximum amount of product (1.0 means a 100% yield; for example, 0.34 means a 34% yield). (1) The reactants are [Cl:1][C:2]1[CH:24]=[CH:23][C:5]([CH2:6][N:7]2[C:16](=[O:17])[C:15]3[C:10](=[N:11][C:12]4[CH2:21][CH2:20][CH2:19][CH2:18][C:13]=4[N:14]=3)[NH:9][C:8]2=[O:22])=[CH:4][CH:3]=1.C([O-])([O-])=O.[K+].[K+].[CH2:31](I)[CH2:32][CH3:33]. The catalyst is CN(C=O)C. The product is [Cl:1][C:2]1[CH:24]=[CH:23][C:5]([CH2:6][N:7]2[C:16](=[O:17])[C:15]3[C:10](=[N:11][C:12]4[CH2:21][CH2:20][CH2:19][CH2:18][C:13]=4[N:14]=3)[N:9]([CH2:31][CH2:32][CH3:33])[C:8]2=[O:22])=[CH:4][CH:3]=1. The yield is 0.590. (2) The reactants are Cl[C:2]1[CH:7]=[CH:6][N:5]=[C:4]2[CH:8]=[C:9]([C:11]3[N:12]([CH3:16])[CH:13]=[CH:14][N:15]=3)[S:10][C:3]=12.[C:17]1([NH2:24])[CH:22]=[CH:21][C:20]([NH2:23])=[CH:19][CH:18]=1. The catalyst is C(O)(C)C. The product is [CH3:16][N:12]1[CH:13]=[CH:14][N:15]=[C:11]1[C:9]1[S:10][C:3]2[C:4](=[N:5][CH:6]=[CH:7][C:2]=2[NH:23][C:20]2[CH:21]=[CH:22][C:17]([NH2:24])=[CH:18][CH:19]=2)[CH:8]=1. The yield is 0.440. (3) The product is [Cl:3][C:4]1[CH:5]=[CH:6][C:7]([CH:10]([O:24][CH3:25])[CH:11]2[CH2:12][CH2:13][N:14]([C:17]([O:19][C:20]([CH3:21])([CH3:23])[CH3:22])=[O:18])[CH2:15][CH2:16]2)=[CH:8][CH:9]=1. The catalyst is C1COCC1. The reactants are [H-].[Na+].[Cl:3][C:4]1[CH:9]=[CH:8][C:7]([CH:10]([OH:24])[CH:11]2[CH2:16][CH2:15][N:14]([C:17]([O:19][C:20]([CH3:23])([CH3:22])[CH3:21])=[O:18])[CH2:13][CH2:12]2)=[CH:6][CH:5]=1.[CH3:25]I. The yield is 0.870. (4) The reactants are [CH3:1][N:2]1[CH:6]=[C:5]([C:7](O)=[O:8])[C:4]([CH3:10])=[N:3]1.C(Cl)(=O)C(Cl)=O.[NH2:17][C:18]1[CH:19]=[C:20]([CH:37]=[CH:38][CH:39]=1)[O:21][C:22]1[CH:23]=[CH:24][C:25]2[N:26]([CH:28]=[C:29]([NH:31][C:32]([CH:34]3[CH2:36][CH2:35]3)=[O:33])[N:30]=2)[N:27]=1.[OH-].[Na+]. The catalyst is ClCCl.CN(C)C=O.CN1CCCC1=O. The product is [CH:34]1([C:32]([NH:31][C:29]2[N:30]=[C:25]3[CH:24]=[CH:23][C:22]([O:21][C:20]4[CH:19]=[C:18]([NH:17][C:7]([C:5]5[C:4]([CH3:10])=[N:3][N:2]([CH3:1])[CH:6]=5)=[O:8])[CH:39]=[CH:38][CH:37]=4)=[N:27][N:26]3[CH:28]=2)=[O:33])[CH2:35][CH2:36]1. The yield is 0.580.